From a dataset of Reaction yield outcomes from USPTO patents with 853,638 reactions. Predict the reaction yield, written as a fraction of the theoretical maximum amount of product (1.0 means a 100% yield; for example, 0.34 means a 34% yield). (1) The reactants are Br[C:2]1[CH:15]=[CH:14][C:5]([CH2:6][CH2:7][N:8]2[CH2:13][CH2:12][O:11][CH2:10][CH2:9]2)=[CH:4][CH:3]=1.[CH3:16][C:17]1([CH3:26])[C:21]([CH3:23])([CH3:22])[O:20][B:19]([CH:24]=[CH2:25])[O:18]1.CCN(CC)CC. The catalyst is CC(C)([P](C(C)(C)C)([Pd][P](C(C)(C)C)(C(C)(C)C)C(C)(C)C)C(C)(C)C)C.C1(C)C=CC=CC=1. The product is [CH3:22][C:21]1([CH3:23])[C:17]([CH3:26])([CH3:16])[O:18][B:19](/[CH:24]=[CH:25]/[C:2]2[CH:15]=[CH:14][C:5]([CH2:6][CH2:7][N:8]3[CH2:13][CH2:12][O:11][CH2:10][CH2:9]3)=[CH:4][CH:3]=2)[O:20]1. The yield is 0.770. (2) The reactants are [CH3:1][N:2]([C:10]1[CH:19]=[CH:18][C:13]2[O:14][CH2:15][CH2:16][O:17][C:12]=2[C:11]=1[N+:20]([O-:22])=[O:21])C(=O)OC(C)(C)C. The catalyst is Cl.CCOCC. The product is [CH3:1][NH:2][C:10]1[CH:19]=[CH:18][C:13]2[O:14][CH2:15][CH2:16][O:17][C:12]=2[C:11]=1[N+:20]([O-:22])=[O:21]. The yield is 0.950. (3) The reactants are C[O:2][C:3](=[O:26])[C:4]1[C:5](=[C:10]([O:14][CH2:15][C:16]2[S:20][C:19]3[CH:21]=[CH:22][CH:23]=[CH:24][C:18]=3[C:17]=2[Cl:25])[CH:11]=[CH:12][CH:13]=1)[C:6]([O:8]C)=[O:7]. The catalyst is [OH-].[Na+]. The product is [Cl:25][C:17]1[C:18]2[CH:24]=[CH:23][CH:22]=[CH:21][C:19]=2[S:20][C:16]=1[CH2:15][O:14][C:10]1[CH:11]=[CH:12][CH:13]=[C:4]([C:3]([OH:26])=[O:2])[C:5]=1[C:6]([OH:8])=[O:7]. The yield is 0.920. (4) The reactants are [CH2:1]([N:8]1[C:13](=[O:14])[C:12]([CH2:15][C:16]2[CH:21]=[CH:20][C:19]([C:22]3[C:23]([C:28]#[N:29])=[CH:24][CH:25]=[CH:26][CH:27]=3)=[CH:18][CH:17]=2)=[C:11]([CH2:30][CH2:31][CH2:32][CH3:33])[N:10]=[C:9]1[CH2:34]O)[C:2]1[CH:7]=[CH:6][CH:5]=[CH:4][CH:3]=1.COCCN(S(F)(F)[F:46])CCOC.C(=O)([O-])O.[Na+]. The catalyst is ClCCl. The product is [CH2:1]([N:8]1[C:13](=[O:14])[C:12]([CH2:15][C:16]2[CH:21]=[CH:20][C:19]([C:22]3[C:23]([C:28]#[N:29])=[CH:24][CH:25]=[CH:26][CH:27]=3)=[CH:18][CH:17]=2)=[C:11]([CH2:30][CH2:31][CH2:32][CH3:33])[N:10]=[C:9]1[CH2:34][F:46])[C:2]1[CH:7]=[CH:6][CH:5]=[CH:4][CH:3]=1. The yield is 0.410. (5) The reactants are [CH2:1]([O:5][C:6]1[CH:11]=[CH:10][C:9]([C:12]([NH:19]S(C(C)(C)C)=O)([CH3:18])[CH2:13][C:14]([O:16][CH3:17])=[O:15])=[CH:8][CH:7]=1)[CH2:2][CH2:3][CH3:4].Cl. The catalyst is CO. The product is [NH2:19][C:12]([C:9]1[CH:8]=[CH:7][C:6]([O:5][CH2:1][CH2:2][CH2:3][CH3:4])=[CH:11][CH:10]=1)([CH3:18])[CH2:13][C:14]([O:16][CH3:17])=[O:15]. The yield is 0.970. (6) The reactants are [Cl:1][C:2]1[CH:7]=[CH:6][C:5]([N:8]2[C:13](=[O:14])[N:12]([C:15](=[O:24])[C:16]3[C:21]([F:22])=[CH:20][CH:19]=[CH:18][C:17]=3[F:23])[CH2:11][S:10][CH2:9]2)=[CH:4][CH:3]=1.C1C=C(Cl)C=C(C(OO)=[O:33])C=1.O.C(=O)([O-])[O-].[K+].[K+]. The catalyst is C(Cl)(Cl)Cl. The product is [Cl:1][C:2]1[CH:7]=[CH:6][C:5]([N:8]2[C:13](=[O:14])[N:12]([C:15](=[O:24])[C:16]3[C:17]([F:23])=[CH:18][CH:19]=[CH:20][C:21]=3[F:22])[CH2:11][S:10](=[O:33])[CH2:9]2)=[CH:4][CH:3]=1. The yield is 0.860. (7) The reactants are [BrH:1].C(O)(=O)C.[Cl:6][C:7]1[CH:12]=[C:11]([Cl:13])[CH:10]=[CH:9][C:8]=1[C:14](=O)[CH2:15][S:16][C:17]#[N:18].O. The catalyst is C(O)(=O)C. The product is [Br:1][C:17]1[S:16][CH:15]=[C:14]([C:8]2[CH:9]=[CH:10][C:11]([Cl:13])=[CH:12][C:7]=2[Cl:6])[N:18]=1. The yield is 0.920. (8) The catalyst is C(Cl)Cl.CN(C=O)C. The reactants are [NH2:1][C@@H:2]1[CH2:8][CH2:7][CH2:6][N:5]([C:9]2[N:13]([CH3:14])[N:12]=[CH:11][C:10]=2[NH:15][C:16]([C:18]2[N:19]=[C:20]([C:31]3[C:36]([F:37])=[CH:35][CH:34]=[CH:33][C:32]=3[F:38])[S:21][C:22]=2[NH:23][C:24](=[O:30])[O:25][C:26]([CH3:29])([CH3:28])[CH3:27])=[O:17])[CH2:4][CH2:3]1.FC(F)(F)S(O[CH2:45][C:46]([F:49])([F:48])[F:47])(=O)=O.C(N(CC)C(C)C)(C)C. The product is [F:38][C:32]1[CH:33]=[CH:34][CH:35]=[C:36]([F:37])[C:31]=1[C:20]1[S:21][C:22]([NH:23][C:24](=[O:30])[O:25][C:26]([CH3:29])([CH3:28])[CH3:27])=[C:18]([C:16](=[O:17])[NH:15][C:10]2[CH:11]=[N:12][N:13]([CH3:14])[C:9]=2[N:5]2[CH2:6][CH2:7][CH2:8][C@@H:2]([NH:1][CH2:45][C:46]([F:49])([F:48])[F:47])[CH2:3][CH2:4]2)[N:19]=1. The yield is 0.750. (9) The reactants are II.[C:3]([O:7][C:8]([NH:10][C@@H:11]([CH2:16]I)[C:12]([O:14][CH3:15])=[O:13])=[O:9])([CH3:6])([CH3:5])[CH3:4].Br[C:19]1[CH:24]=[CH:23][C:22]([C:25]2[S:26][C:27]([C:30]3[CH:35]=[CH:34][C:33]([O:36][CH2:37][CH2:38][CH2:39][CH2:40][CH2:41][CH2:42][CH3:43])=[CH:32][CH:31]=3)=[N:28][N:29]=2)=[C:21]([F:44])[CH:20]=1. The catalyst is CN(C=O)C.[Zn].C1C=CC(/C=C/C(/C=C/C2C=CC=CC=2)=O)=CC=1.C1C=CC(/C=C/C(/C=C/C2C=CC=CC=2)=O)=CC=1.C1C=CC(/C=C/C(/C=C/C2C=CC=CC=2)=O)=CC=1.[Pd].[Pd]. The product is [C:3]([O:7][C:8]([NH:10][C@@H:11]([CH2:16][C:19]1[CH:24]=[CH:23][C:22]([C:25]2[S:26][C:27]([C:30]3[CH:35]=[CH:34][C:33]([O:36][CH2:37][CH2:38][CH2:39][CH2:40][CH2:41][CH2:42][CH3:43])=[CH:32][CH:31]=3)=[N:28][N:29]=2)=[C:21]([F:44])[CH:20]=1)[C:12]([O:14][CH3:15])=[O:13])=[O:9])([CH3:6])([CH3:5])[CH3:4]. The yield is 0.750. (10) The reactants are [CH3:1][C@H:2]([CH2:5][CH2:6][C:7]1[C:12]([CH3:14])([CH3:13])[CH2:11][CH2:10][CH2:9][C:8]=1[CH3:15])[CH:3]=[O:4].C([Al](Cl)Cl)C.CCCCCC.C1(O)C2C(=CC=CC=2)C=CC=1. No catalyst specified. The product is [CH3:1][C@@H:2]1[CH2:5][CH:6]=[C:7]2[C@:8]([CH3:15])([CH2:9][CH2:10][CH2:11][C:12]2([CH3:14])[CH3:13])[C:3]1=[O:4]. The yield is 0.980.